From a dataset of Forward reaction prediction with 1.9M reactions from USPTO patents (1976-2016). Predict the product of the given reaction. (1) Given the reactants [C:1]([O:5][C:6](=[O:38])[N:7]([C:16]1[S:17][C@:18]2([C:32](=[O:37])[NH:33][CH:34]3[CH2:36][CH2:35]3)[C@H:20]([C@:21]([C:24]3[CH:29]=[C:28](Br)[CH:27]=[CH:26][C:25]=3[F:31])([CH3:23])[N:22]=1)[CH2:19]2)[CH2:8][O:9][CH2:10][CH2:11][Si:12]([CH3:15])([CH3:14])[CH3:13])([CH3:4])([CH3:3])[CH3:2].[N-:39]=[N+]=[N-].[Na+].O=C1O[C@H]([C@H](CO)O)C([O-])=C1O.[Na+].[NH4+].[Cl-].[NH4+].[OH-].CP(C)C.[NH4+].[Cl-], predict the reaction product. The product is: [C:1]([O:5][C:6](=[O:38])[N:7]([C:16]1[S:17][C@:18]2([C:32](=[O:37])[NH:33][CH:34]3[CH2:36][CH2:35]3)[C@H:20]([C@:21]([C:24]3[CH:29]=[C:28]([NH2:39])[CH:27]=[CH:26][C:25]=3[F:31])([CH3:23])[N:22]=1)[CH2:19]2)[CH2:8][O:9][CH2:10][CH2:11][Si:12]([CH3:15])([CH3:14])[CH3:13])([CH3:4])([CH3:3])[CH3:2]. (2) The product is: [Br-:14].[N:1]1([CH2:7][C:8]2[CH:9]=[C:10]([Zn+:15])[CH:11]=[CH:12][CH:13]=2)[CH2:6][CH2:5][O:4][CH2:3][CH2:2]1. Given the reactants [N:1]1([CH2:7][C:8]2[CH:9]=[C:10]([Br:14])[CH:11]=[CH:12][CH:13]=2)[CH2:6][CH2:5][O:4][CH2:3][CH2:2]1.[Zn:15], predict the reaction product. (3) Given the reactants [OH-].[Na+].[C:3]([O:7][C:8]([NH:10][C@@:11]1([C:25]([O:27]C(C)(C)C)=[O:26])[CH2:16][C:15](=[O:17])[C@@H:14]2[C@H:12]1[C@H:13]2[C:18]([O:20]C(C)(C)C)=[O:19])=[O:9])([CH3:6])([CH3:5])[CH3:4], predict the reaction product. The product is: [C:3]([O:7][C:8]([NH:10][C@@:11]1([C:25]([OH:27])=[O:26])[CH2:16][C:15](=[O:17])[C@@H:14]2[C@@H:12]1[C@H:13]2[C:18]([OH:20])=[O:19])=[O:9])([CH3:6])([CH3:4])[CH3:5].